From a dataset of Full USPTO retrosynthesis dataset with 1.9M reactions from patents (1976-2016). Predict the reactants needed to synthesize the given product. (1) Given the product [CH2:13]([N:15]([CH2:19][CH3:20])[CH2:16][CH2:17][NH:18][C:8](=[O:10])[C:7]1[CH:6]=[CH:5][C:4]([N+:1]([O-:3])=[O:2])=[CH:12][CH:11]=1)[CH3:14], predict the reactants needed to synthesize it. The reactants are: [N+:1]([C:4]1[CH:12]=[CH:11][C:7]([C:8]([OH:10])=O)=[CH:6][CH:5]=1)([O-:3])=[O:2].[CH2:13]([N:15]([CH2:19][CH3:20])[CH2:16][CH2:17][NH2:18])[CH3:14].Cl.CN(C)CCCN=C=NCC.O.ON1C2C=CC=CC=2N=N1. (2) Given the product [F:1][C:2]1[CH:10]=[C:9]([N+:11]([O-:13])=[O:12])[CH:8]=[CH:7][C:3]=1[C:4]([N:16]([CH3:17])[CH3:15])=[O:5], predict the reactants needed to synthesize it. The reactants are: [F:1][C:2]1[CH:10]=[C:9]([N+:11]([O-:13])=[O:12])[CH:8]=[CH:7][C:3]=1[C:4](O)=[O:5].Cl.[CH3:15][NH:16][CH3:17].C1C=CC2N(O)N=NC=2C=1.CCN=C=NCCCN(C)C.Cl. (3) Given the product [Cl:5][C:6]1[C:15]2[C:10](=[C:11]([O:16][CH:2]([CH3:4])[CH3:3])[CH:12]=[CH:13][CH:14]=2)[N:9]=[C:8]([CH3:17])[N:7]=1, predict the reactants needed to synthesize it. The reactants are: Br[CH:2]([CH3:4])[CH3:3].[Cl:5][C:6]1[C:15]2[C:10](=[C:11]([OH:16])[CH:12]=[CH:13][CH:14]=2)[N:9]=[C:8]([CH3:17])[N:7]=1.C([O-])([O-])=O.[K+].[K+].[NH4+].[Cl-].